From a dataset of Full USPTO retrosynthesis dataset with 1.9M reactions from patents (1976-2016). Predict the reactants needed to synthesize the given product. (1) Given the product [F:56][C:2]([F:1])([F:55])[C:3]1[CH:4]=[C:5]([CH:48]=[C:49]([C:51]([F:52])([F:53])[F:54])[CH:50]=1)[CH2:6][N:7]([CH2:25][C:26]1[CH:31]=[C:30]([O:32][C:33]([F:36])([F:35])[F:34])[CH:29]=[CH:28][C:27]=1[C:37]1[CH:42]=[C:41]([CH:43]([CH3:45])[CH3:44])[CH:40]=[CH:39][C:38]=1[O:46][CH3:47])[C:8]1[N:9]=[CH:10][C:11]([O:14][CH2:15][CH2:16][CH2:17][C:18]([OH:20])=[O:19])=[CH:12][N:13]=1, predict the reactants needed to synthesize it. The reactants are: [F:1][C:2]([F:56])([F:55])[C:3]1[CH:4]=[C:5]([CH:48]=[C:49]([C:51]([F:54])([F:53])[F:52])[CH:50]=1)[CH2:6][N:7]([CH2:25][C:26]1[CH:31]=[C:30]([O:32][C:33]([F:36])([F:35])[F:34])[CH:29]=[CH:28][C:27]=1[C:37]1[CH:42]=[C:41]([CH:43]([CH3:45])[CH3:44])[CH:40]=[CH:39][C:38]=1[O:46][CH3:47])[C:8]1[N:13]=[CH:12][C:11]([O:14][CH2:15][CH2:16][CH2:17][C:18]([O:20]C(C)(C)C)=[O:19])=[CH:10][N:9]=1.Cl.O1CCOCC1.[OH-].[Na+]. (2) Given the product [NH2:21][CH:17]1[CH2:18][CH2:19][CH2:20][CH:15]([NH:22][C:2]2[CH:11]=[CH:10][C:9]3[C:4](=[CH:5][CH:6]=[C:7]([N:12]([CH3:14])[CH3:13])[CH:8]=3)[N:3]=2)[CH2:16]1, predict the reactants needed to synthesize it. The reactants are: Cl[C:2]1[CH:11]=[CH:10][C:9]2[C:4](=[CH:5][CH:6]=[C:7]([N:12]([CH3:14])[CH3:13])[CH:8]=2)[N:3]=1.[CH:15]1([NH2:22])[CH2:20][CH2:19][CH2:18][CH:17]([NH2:21])[CH2:16]1.C1C=CC(P(C2C(C3C(P(C4C=CC=CC=4)C4C=CC=CC=4)=CC=C4C=3C=CC=C4)=C3C(C=CC=C3)=CC=2)C2C=CC=CC=2)=CC=1. (3) Given the product [OH:44][C:39]1[CH:40]=[CH:41][CH:42]=[CH:43][C:38]=1[C:2]1[C:11]2[C:6](=[CH:7][C:8]([S:12]([N:15]([CH2:21][C:22]3[CH:27]=[CH:26][C:25]([O:28][CH3:29])=[CH:24][CH:23]=3)[C:16]3[S:17][CH:18]=[CH:19][N:20]=3)(=[O:14])=[O:13])=[CH:9][CH:10]=2)[CH:5]=[CH:4][N:3]=1, predict the reactants needed to synthesize it. The reactants are: Cl[C:2]1[C:11]2[C:6](=[CH:7][C:8]([S:12]([N:15]([CH2:21][C:22]3[CH:27]=[CH:26][C:25]([O:28][CH3:29])=[CH:24][CH:23]=3)[C:16]3[S:17][CH:18]=[CH:19][N:20]=3)(=[O:14])=[O:13])=[CH:9][CH:10]=2)[CH:5]=[CH:4][N:3]=1.CC1(C)C(C)(C)OB([C:38]2[CH:43]=[CH:42][CH:41]=[CH:40][C:39]=2[OH:44])O1.C(=O)([O-])[O-].[K+].[K+].O1CCOCC1. (4) Given the product [CH:1]1([S:6]([C:9]2[CH:10]=[C:11]([CH2:15][CH2:16][CH2:17][CH2:18][O:19][CH2:20][CH2:21][CH2:22][CH2:23][CH2:24][CH2:25][NH:26][CH2:27][C@@H:28]([C:30]3[CH:35]=[CH:34][C:33]([OH:36])=[C:32]([F:44])[CH:31]=3)[OH:29])[CH:12]=[CH:13][CH:14]=2)(=[O:8])=[O:7])[CH2:5][CH2:4][CH2:3][CH2:2]1, predict the reactants needed to synthesize it. The reactants are: [CH:1]1([S:6]([C:9]2[CH:10]=[C:11]([CH2:15][CH2:16][CH2:17][CH2:18][O:19][CH2:20][CH2:21][CH2:22][CH2:23][CH2:24][CH2:25][NH:26][CH2:27][C@@H:28]([C:30]3[CH:35]=[CH:34][C:33]([O:36]CC4C=CC=CC=4)=[C:32]([F:44])[CH:31]=3)[OH:29])[CH:12]=[CH:13][CH:14]=2)(=[O:8])=[O:7])[CH2:5][CH2:4][CH2:3][CH2:2]1. (5) Given the product [ClH:2].[Cl-:1].[CH2:9]([N:7]1[CH:8]=[C:4]([CH2:3][P+:17]([C:18]2[CH:19]=[CH:20][CH:21]=[CH:22][CH:23]=2)([C:24]2[CH:29]=[CH:28][CH:27]=[CH:26][CH:25]=2)[C:11]2[CH:12]=[CH:13][CH:14]=[CH:15][CH:16]=2)[CH:5]=[N:6]1)[CH3:10], predict the reactants needed to synthesize it. The reactants are: [ClH:1].[Cl:2][CH2:3][C:4]1[CH:5]=[N:6][N:7]([CH2:9][CH3:10])[CH:8]=1.[C:11]1([P:17]([C:24]2[CH:29]=[CH:28][CH:27]=[CH:26][CH:25]=2)[C:18]2[CH:23]=[CH:22][CH:21]=[CH:20][CH:19]=2)[CH:16]=[CH:15][CH:14]=[CH:13][CH:12]=1.